The task is: Predict the product of the given reaction.. This data is from Forward reaction prediction with 1.9M reactions from USPTO patents (1976-2016). Given the reactants [CH3:1][O:2][C:3](=[O:33])[CH2:4][NH:5][C:6]1[CH:11]=[CH:10][C:9]([N:12]2[CH:16]=[C:15]([C:17]3[CH:22]=[CH:21][C:20]([Cl:23])=[CH:19][C:18]=3[Cl:24])[N:14]=[C:13]2[CH2:25][C:26]2[CH:31]=[CH:30][C:29](Br)=[CH:28][CH:27]=2)=[CH:8][CH:7]=1.C(OB([C:41]1[CH:46]=[CH:45][CH:44]=[CH:43][CH:42]=1)O)CCC, predict the reaction product. The product is: [CH3:1][O:2][C:3](=[O:33])[CH2:4][NH:5][C:6]1[CH:11]=[CH:10][C:9]([N:12]2[CH:16]=[C:15]([C:17]3[CH:22]=[CH:21][C:20]([Cl:23])=[CH:19][C:18]=3[Cl:24])[N:14]=[C:13]2[CH2:25][C:26]2[CH:31]=[CH:30][C:29]([C:44]3[CH:43]=[CH:42][C:41]([CH:6]([CH2:7][CH3:8])[CH3:11])=[CH:46][CH:45]=3)=[CH:28][CH:27]=2)=[CH:8][CH:7]=1.